From a dataset of Forward reaction prediction with 1.9M reactions from USPTO patents (1976-2016). Predict the product of the given reaction. (1) Given the reactants C(=O)([O-])[O-].[Na+].[Na+].O.O.[Na].[Na].C(N(CC(O)=O)CC(O)=O)CN(CC(O)=O)CC(O)=O.Br[C:32]1[C:41]2[C:36](=[CH:37][CH:38]=[CH:39][CH:40]=2)[CH:35]=[CH:34][C:33]=1[NH2:42].[C:43]([C:46]1[CH:47]=[C:48](B(O)O)[CH:49]=[CH:50][CH:51]=1)([OH:45])=[O:44].C(=O)([O-])[O-].[K+].[K+], predict the reaction product. The product is: [NH2:42][C:33]1[CH:34]=[CH:35][C:36]2[C:41](=[CH:40][CH:39]=[CH:38][CH:37]=2)[C:32]=1[C:50]1[CH:51]=[C:46]([CH:47]=[CH:48][CH:49]=1)[C:43]([OH:45])=[O:44]. (2) Given the reactants [CH3:1][CH:2]([CH2:4][N:5]([S:29]([C:32]1[CH:33]=[CH:34][C:35]([NH2:38])=[CH:36][CH:37]=1)(=[O:31])=[O:30])[CH2:6][C@@H:7]([OH:28])[C@@H:8]([NH:16][C:17]([O:19][C@@H:20]1[C@@H:24]2[CH2:25][CH2:26][O:27][C@@H:23]2[O:22][CH2:21]1)=[O:18])[CH2:9][C:10]1[CH:11]=[CH:12][CH:13]=[CH:14][CH:15]=1)[CH3:3].[CH3:39][C:40]([OH:44])([CH2:42][CH3:43])[CH3:41], predict the reaction product. The product is: [CH3:3][CH:2]([CH2:4][N:5]([S:29]([C:32]1[CH:37]=[CH:36][C:35]([NH2:38])=[CH:34][CH:33]=1)(=[O:31])=[O:30])[CH2:6][C@@H:7]([OH:28])[C@@H:8]([NH:16][C:17]([O:19][C@@H:20]1[C@@H:24]2[CH2:25][CH2:26][O:27][C@@H:23]2[O:22][CH2:21]1)=[O:18])[CH2:9][C:10]1[CH:15]=[CH:14][CH:13]=[CH:12][CH:11]=1)[CH3:1].[CH3:39][C:40]([OH:44])([CH2:42][CH3:43])[CH3:41]. (3) Given the reactants [Cl:1][C:2]1[C:10]2[O:9][CH:8](/[CH:11]=[CH:12]/[C:13]([NH:15][CH2:16][C:17]3[CH:18]=[CH:19][C:20]([NH:23]C(=O)OC(C)(C)C)=[N:21][CH:22]=3)=[O:14])[CH2:7][C:6]=2[C:5]([C:31]2[CH:36]=[CH:35][C:34]([C:37]([N:39]3[CH2:42][CH:41]([F:43])[CH2:40]3)=[O:38])=[CH:33][CH:32]=2)=[CH:4][CH:3]=1.C(O)(C(F)(F)F)=O, predict the reaction product. The product is: [NH2:23][C:20]1[N:21]=[CH:22][C:17]([CH2:16][NH:15][C:13](=[O:14])/[CH:12]=[CH:11]/[CH:8]2[CH2:7][C:6]3[C:5]([C:31]4[CH:36]=[CH:35][C:34]([C:37]([N:39]5[CH2:42][CH:41]([F:43])[CH2:40]5)=[O:38])=[CH:33][CH:32]=4)=[CH:4][CH:3]=[C:2]([Cl:1])[C:10]=3[O:9]2)=[CH:18][CH:19]=1. (4) The product is: [P:48](=[O:49])([OH:52])([OH:51])[OH:50].[F:1][C:2]1[CH:3]=[C:4]([NH:21][C:22]([C:24]2[C:25](=[O:45])[N:26]([C:39]3[CH:40]=[CH:41][CH:42]=[CH:43][CH:44]=3)[N:27]([CH2:30][C@H:31]([O:33][C:34](=[O:38])[C@@H:35]([NH2:37])[CH3:36])[CH3:32])[C:28]=2[CH3:29])=[O:23])[CH:5]=[CH:6][C:7]=1[O:8][C:9]1[C:18]2[C:13](=[CH:14][C:15]([O:19][CH3:20])=[CH:16][CH:17]=2)[N:12]=[CH:11][CH:10]=1. Given the reactants [F:1][C:2]1[CH:3]=[C:4]([NH:21][C:22]([C:24]2[C:25](=[O:45])[N:26]([C:39]3[CH:44]=[CH:43][CH:42]=[CH:41][CH:40]=3)[N:27]([CH2:30][C@H:31]([O:33][C:34](=[O:38])[C@@H:35]([NH2:37])[CH3:36])[CH3:32])[C:28]=2[CH3:29])=[O:23])[CH:5]=[CH:6][C:7]=1[O:8][C:9]1[C:18]2[C:13](=[CH:14][C:15]([O:19][CH3:20])=[CH:16][CH:17]=2)[N:12]=[CH:11][CH:10]=1.CO.[P:48](=[O:52])([OH:51])([OH:50])[OH:49], predict the reaction product. (5) Given the reactants [Cl:1][C:2]1[CH:7]=[C:6]([OH:8])[CH:5]=[CH:4][C:3]=1/[CH:9]=[CH:10]/[C:11](=[O:25])[CH2:12][C:13](=[O:24])/[CH:14]=[CH:15]/[C:16]1[CH:21]=[CH:20][C:19]([OH:22])=[CH:18][C:17]=1[Cl:23].CN(C)C1C=CC(/C=C/C(=O)CC(=O)/C=C/C2C=CC(O)=C(OC)C=2)=CC=1, predict the reaction product. The product is: [Cl:1][C:2]1[CH:7]=[C:6]([OH:8])[CH:5]=[CH:4][C:3]=1[CH2:9][CH2:10][C:11](=[O:25])[CH2:12][C:13](=[O:24])[CH2:14][CH2:15][C:16]1[CH:21]=[CH:20][C:19]([OH:22])=[CH:18][C:17]=1[Cl:23]. (6) Given the reactants [CH3:1][N:2]([CH2:4][C:5]1[CH:6]=[C:7]([CH:22]=[C:23]([F:25])[CH:24]=1)[O:8][CH:9]1[CH2:14][CH2:13][N:12](C(OC(C)(C)C)=O)[CH2:11][CH2:10]1)[CH3:3].[ClH:26].O1CCOCC1, predict the reaction product. The product is: [ClH:26].[ClH:26].[F:25][C:23]1[CH:24]=[C:5]([CH2:4][N:2]([CH3:3])[CH3:1])[CH:6]=[C:7]([O:8][CH:9]2[CH2:14][CH2:13][NH:12][CH2:11][CH2:10]2)[CH:22]=1. (7) Given the reactants [NH:1]1[CH2:6][CH2:5][CH:4]([CH2:7][OH:8])[CH2:3][CH2:2]1.Cl[C:10]([O:12][CH2:13][C:14]1[CH:19]=[CH:18][CH:17]=[CH:16][CH:15]=1)=[O:11].C(=O)(O)[O-].[Na+], predict the reaction product. The product is: [CH2:13]([O:12][C:10]([N:1]1[CH2:6][CH2:5][CH:4]([CH2:7][OH:8])[CH2:3][CH2:2]1)=[O:11])[C:14]1[CH:19]=[CH:18][CH:17]=[CH:16][CH:15]=1.